Dataset: Reaction yield outcomes from USPTO patents with 853,638 reactions. Task: Predict the reaction yield, written as a fraction of the theoretical maximum amount of product (1.0 means a 100% yield; for example, 0.34 means a 34% yield). (1) The reactants are [C:1]1([C@H:7]2[O:9][C@@H:8]2[CH2:10][OH:11])[CH:6]=[CH:5][CH:4]=[CH:3][CH:2]=1.[CH2:12]([O:19][C:20]1[CH:21]=[C:22]2[C:26](=[CH:27][CH:28]=1)[NH:25][CH2:24][CH2:23]2)[C:13]1[CH:18]=[CH:17][CH:16]=[CH:15][CH:14]=1. The catalyst is ClCCl. The yield is 0.880. The product is [CH2:12]([O:19][C:20]1[CH:21]=[C:22]2[C:26](=[CH:27][CH:28]=1)[N:25]([C@@H:7]([C:1]1[CH:6]=[CH:5][CH:4]=[CH:3][CH:2]=1)[C@H:8]([OH:9])[CH2:10][OH:11])[CH2:24][CH2:23]2)[C:13]1[CH:14]=[CH:15][CH:16]=[CH:17][CH:18]=1. (2) The reactants are [C:1]([O:4][C:5]1[CH:13]=[CH:12][C:8]([C:9]([OH:11])=O)=[CH:7][CH:6]=1)(=[O:3])[CH3:2].S(Cl)(Cl)=O.[N:18]1([C:24]([O:26][C:27]([CH3:30])([CH3:29])[CH3:28])=[O:25])[CH2:23][CH2:22][NH:21][CH2:20][CH2:19]1.N1C=CC=CC=1. The catalyst is C(Cl)Cl.CN(C=O)C. The product is [C:1]([O:4][C:5]1[CH:6]=[CH:7][C:8]([C:9]([N:21]2[CH2:20][CH2:19][N:18]([C:24]([O:26][C:27]([CH3:30])([CH3:29])[CH3:28])=[O:25])[CH2:23][CH2:22]2)=[O:11])=[CH:12][CH:13]=1)(=[O:3])[CH3:2]. The yield is 0.870. (3) The reactants are [CH2:1]([O:8][C:9]([NH:11][NH:12][C:13]([C@@H:15]1[CH2:19][CH2:18][CH2:17][N:16]1[C:20]([O:22][C:23]([CH3:26])([CH3:25])[CH3:24])=[O:21])=[O:14])=[O:10])[C:2]1[CH:7]=[CH:6][CH:5]=[CH:4][CH:3]=1.C[OH:28]. The catalyst is [C].[Pd]. The product is [CH2:1]([O:8][C:9]([NH:11][NH:12][C:13]([C@@H:15]1[CH2:19][CH2:18][C:17](=[O:28])[N:16]1[C:20]([O:22][C:23]([CH3:26])([CH3:25])[CH3:24])=[O:21])=[O:14])=[O:10])[C:2]1[CH:7]=[CH:6][CH:5]=[CH:4][CH:3]=1. The yield is 0.866. (4) The reactants are [CH3:1][O:2][C:3]1[CH:8]=[CH:7][CH:6]=[C:5]([CH3:9])[C:4]=1[N:10]1[CH2:15][CH2:14][N:13]([CH3:16])[CH2:12][CH2:11]1.[N+:17]([O-])([O-:19])=[O:18].[K+].[OH-].[Na+]. The catalyst is S(=O)(=O)(O)O. The product is [CH3:1][O:2][C:3]1[C:4]([N:10]2[CH2:15][CH2:14][N:13]([CH3:16])[CH2:12][CH2:11]2)=[C:5]([CH3:9])[C:6]([N+:17]([O-:19])=[O:18])=[CH:7][CH:8]=1. The yield is 0.610.